This data is from Reaction yield outcomes from USPTO patents with 853,638 reactions. The task is: Predict the reaction yield, written as a fraction of the theoretical maximum amount of product (1.0 means a 100% yield; for example, 0.34 means a 34% yield). (1) The reactants are Cl.[C:2](Cl)(=[O:9])[C:3]1[CH:8]=[CH:7][N:6]=[CH:5][CH:4]=1.[S-:11][C:12]#[N:13].[K+].[N:15]1([C:23]2[CH:29]=[CH:28][C:27]([C:30]([F:33])([F:32])[F:31])=[CH:26][C:24]=2[NH2:25])[CH2:22][CH2:21][CH2:20][CH2:19][CH2:18][CH2:17][CH2:16]1.C(N(CC)CC)C. The catalyst is O.C(#N)C. The product is [C:2]([NH:13][C:12]([NH:25][C:24]1[CH:26]=[C:27]([C:30]([F:31])([F:32])[F:33])[CH:28]=[CH:29][C:23]=1[N:15]1[CH2:22][CH2:21][CH2:20][CH2:19][CH2:18][CH2:17][CH2:16]1)=[S:11])(=[O:9])[C:3]1[CH:8]=[CH:7][N:6]=[CH:5][CH:4]=1. The yield is 0.468. (2) The reactants are [NH2:1][CH:2]1[CH2:7][CH2:6][N:5]([C:8]2[CH:13]=[CH:12][C:11]([C:14]3[NH:23][C:22](=[O:24])[C:21]4[C:16](=[CH:17][C:18]([O:27][CH3:28])=[CH:19][C:20]=4[O:25][CH3:26])[N:15]=3)=[CH:10][CH:9]=2)[CH2:4][CH2:3]1.[CH3:29][N:30]([CH3:34])[C:31](Cl)=[O:32].CCN(CC)CC.[OH-].[Na+]. The catalyst is C1COCC1. The product is [CH3:26][O:25][C:20]1[CH:19]=[C:18]([O:27][CH3:28])[CH:17]=[C:16]2[C:21]=1[C:22](=[O:24])[NH:23][C:14]([C:11]1[CH:12]=[CH:13][C:8]([N:5]3[CH2:4][CH2:3][CH:2]([NH:1][C:31](=[O:32])[N:30]([CH3:34])[CH3:29])[CH2:7][CH2:6]3)=[CH:9][CH:10]=1)=[N:15]2. The yield is 0.510. (3) The reactants are [C:1]1([C:17]2[CH:22]=[CH:21][CH:20]=[CH:19][CH:18]=2)[CH:6]=[CH:5][CH:4]=[CH:3][C:2]=1[C:7]1[CH:15]=[CH:14][CH:13]=[C:12]2[C:8]=1[CH:9]=[C:10](Br)[CH2:11]2.[CH:23]1([Mg]Br)[CH2:25][CH2:24]1.O1CCCC1. The catalyst is C1C=CC(P(C2C=CC=CC=2)C2C=CC=CC=2)=CC=1.C1C=CC(P(C2C=CC=CC=2)C2C=CC=CC=2)=CC=1.Cl[Pd]Cl.C1(C)C=CC=CC=1. The product is [C:1]1([C:17]2[CH:22]=[CH:21][CH:20]=[CH:19][CH:18]=2)[CH:6]=[CH:5][CH:4]=[CH:3][C:2]=1[C:7]1[CH:15]=[CH:14][CH:13]=[C:12]2[C:8]=1[CH:9]=[C:10]([CH:23]1[CH2:25][CH2:24]1)[CH2:11]2. The yield is 0.370. (4) The reactants are [C:1]1([CH:7]2[S:12][CH2:11][CH2:10][CH2:9][S:8]2)[CH:6]=[CH:5][CH:4]=[CH:3][CH:2]=1.[CH2:13]([Li])[CH2:14][CH2:15][CH3:16].[CH2:18]1[CH2:22][O:21][CH2:20][CH2:19]1. No catalyst specified. The product is [C:18]1([CH2:19][CH:20]([C:7]2([C:1]3[CH:2]=[CH:3][CH:4]=[CH:5][CH:6]=3)[S:8][CH2:9][CH2:10][CH2:11][S:12]2)[OH:21])[CH:22]=[CH:16][CH:15]=[CH:14][CH:13]=1. The yield is 0.710. (5) The reactants are [F:1][C:2]([F:24])([F:23])[O:3][C:4]1[CH:9]=[CH:8][C:7]([C:10]2[C:18]3[C:13](=[CH:14][CH:15]=[CH:16][CH:17]=3)[NH:12][C:11]=2[C:19]([NH:21][NH2:22])=[O:20])=[CH:6][CH:5]=1.[Br:25][C:26]1[CH:33]=[CH:32][C:29]([CH:30]=O)=[CH:28][CH:27]=1. The catalyst is C(O)C. The product is [Br:25][C:26]1[CH:33]=[CH:32][C:29]([CH:30]=[N:22][NH:21][C:19]([C:11]2[NH:12][C:13]3[C:18]([C:10]=2[C:7]2[CH:6]=[CH:5][C:4]([O:3][C:2]([F:23])([F:1])[F:24])=[CH:9][CH:8]=2)=[CH:17][CH:16]=[CH:15][CH:14]=3)=[O:20])=[CH:28][CH:27]=1. The yield is 0.664. (6) The reactants are Br[C:2]1[CH:3]=[CH:4][C:5]([F:18])=[C:6]([C:8]2[CH:13]=[CH:12][C:11]([S:14]([NH2:17])(=[O:16])=[O:15])=[CH:10][CH:9]=2)[CH:7]=1.[B:19]1([B:19]2[O:23][C:22]([CH3:25])([CH3:24])[C:21]([CH3:27])([CH3:26])[O:20]2)[O:23][C:22]([CH3:25])([CH3:24])[C:21]([CH3:27])([CH3:26])[O:20]1.CC([O-])=O.[K+]. The catalyst is O1CCOCC1.CS(C)=O.C1C=CC(P(C2C=CC=CC=2)[C-]2C=CC=C2)=CC=1.C1C=CC(P(C2C=CC=CC=2)[C-]2C=CC=C2)=CC=1.Cl[Pd]Cl.[Fe+2]. The product is [F:18][C:5]1[CH:4]=[CH:3][C:2]([B:19]2[O:23][C:22]([CH3:25])([CH3:24])[C:21]([CH3:27])([CH3:26])[O:20]2)=[CH:7][C:6]=1[C:8]1[CH:13]=[CH:12][C:11]([S:14]([NH2:17])(=[O:16])=[O:15])=[CH:10][CH:9]=1. The yield is 0.810. (7) The reactants are [NH2:1][CH2:2][CH2:3][C:4]([N:6]1[CH2:11][CH2:10][N:9]([C:12]2[C:17]([Br:18])=[CH:16][N:15]=[C:14]3[NH:19][CH:20]=[C:21]([NH:22][C:23](=[O:30])[C:24]4[CH:29]=[CH:28][CH:27]=[N:26][CH:25]=4)[C:13]=23)[CH2:8][CH2:7]1)=[O:5].[CH3:31][C:32]([CH3:34])=O.CCN(C(C)C)C(C)C.[BH-](OC(C)=O)(OC(C)=O)OC(C)=O.[Na+].C([O-])([O-])=O.[Na+].[Na+].Cl. The catalyst is C(Cl)Cl.CCOCC.CN(C=O)C.ClCCCl. The product is [Br:18][C:17]1[C:12]([N:9]2[CH2:8][CH2:7][N:6]([C:4](=[O:5])[CH2:3][CH2:2][NH:1][CH:32]([CH3:34])[CH3:31])[CH2:11][CH2:10]2)=[C:13]2[C:21]([NH:22][C:23](=[O:30])[C:24]3[CH:29]=[CH:28][CH:27]=[N:26][CH:25]=3)=[CH:20][NH:19][C:14]2=[N:15][CH:16]=1. The yield is 0.466.